This data is from NCI-60 drug combinations with 297,098 pairs across 59 cell lines. The task is: Regression. Given two drug SMILES strings and cell line genomic features, predict the synergy score measuring deviation from expected non-interaction effect. (1) Drug 1: CC(C1=C(C=CC(=C1Cl)F)Cl)OC2=C(N=CC(=C2)C3=CN(N=C3)C4CCNCC4)N. Drug 2: C1=CN(C=N1)CC(O)(P(=O)(O)O)P(=O)(O)O. Cell line: NCIH23. Synergy scores: CSS=20.4, Synergy_ZIP=-4.51, Synergy_Bliss=2.94, Synergy_Loewe=3.83, Synergy_HSA=4.03. (2) Drug 1: CC12CCC3C(C1CCC2O)C(CC4=C3C=CC(=C4)O)CCCCCCCCCS(=O)CCCC(C(F)(F)F)(F)F. Drug 2: CC(C)(C#N)C1=CC(=CC(=C1)CN2C=NC=N2)C(C)(C)C#N. Cell line: DU-145. Synergy scores: CSS=-1.39, Synergy_ZIP=-0.923, Synergy_Bliss=-4.02, Synergy_Loewe=-4.91, Synergy_HSA=-3.92. (3) Drug 1: COC1=CC(=CC(=C1O)OC)C2C3C(COC3=O)C(C4=CC5=C(C=C24)OCO5)OC6C(C(C7C(O6)COC(O7)C8=CC=CS8)O)O. Drug 2: CCCS(=O)(=O)NC1=C(C(=C(C=C1)F)C(=O)C2=CNC3=C2C=C(C=N3)C4=CC=C(C=C4)Cl)F. Cell line: NCI-H322M. Synergy scores: CSS=8.93, Synergy_ZIP=1.74, Synergy_Bliss=10.5, Synergy_Loewe=0.0238, Synergy_HSA=4.65. (4) Drug 1: CCN(CC)CCNC(=O)C1=C(NC(=C1C)C=C2C3=C(C=CC(=C3)F)NC2=O)C. Drug 2: C(CC(=O)O)C(=O)CN.Cl. Cell line: K-562. Synergy scores: CSS=1.73, Synergy_ZIP=-8.35, Synergy_Bliss=-15.5, Synergy_Loewe=-7.83, Synergy_HSA=-9.68. (5) Drug 1: CC1=C(C=C(C=C1)NC(=O)C2=CC=C(C=C2)CN3CCN(CC3)C)NC4=NC=CC(=N4)C5=CN=CC=C5. Synergy scores: CSS=-1.80, Synergy_ZIP=0.865, Synergy_Bliss=-2.03, Synergy_Loewe=-6.67, Synergy_HSA=-5.95. Drug 2: CC(C)NC(=O)C1=CC=C(C=C1)CNNC.Cl. Cell line: A498.